Task: Predict which catalyst facilitates the given reaction.. Dataset: Catalyst prediction with 721,799 reactions and 888 catalyst types from USPTO Reactant: [Br:1][C:2]1[CH:7]=[CH:6][C:5]([CH:8]=[C:9](S(C2C=CC(C)=CC=2)(=O)=O)[C:10]#[N:11])=[CH:4][CH:3]=1.C1CCN2C(=NCCC2)CC1.[N+:33]([CH2:35][C:36]([O:38][CH2:39][CH3:40])=[O:37])#[C-:34].O. Product: [CH2:39]([O:38][C:36]([C:35]1[NH:33][CH:34]=[C:9]([C:10]#[N:11])[C:8]=1[C:5]1[CH:4]=[CH:3][C:2]([Br:1])=[CH:7][CH:6]=1)=[O:37])[CH3:40]. The catalyst class is: 49.